Dataset: NCI-60 drug combinations with 297,098 pairs across 59 cell lines. Task: Regression. Given two drug SMILES strings and cell line genomic features, predict the synergy score measuring deviation from expected non-interaction effect. (1) Drug 1: COC1=C(C=C2C(=C1)N=CN=C2NC3=CC(=C(C=C3)F)Cl)OCCCN4CCOCC4. Drug 2: CC1C(C(CC(O1)OC2CC(CC3=C2C(=C4C(=C3O)C(=O)C5=CC=CC=C5C4=O)O)(C(=O)C)O)N)O. Cell line: KM12. Synergy scores: CSS=31.8, Synergy_ZIP=-1.69, Synergy_Bliss=-3.30, Synergy_Loewe=-19.7, Synergy_HSA=-2.05. (2) Drug 1: CC12CCC3C(C1CCC2O)C(CC4=C3C=CC(=C4)O)CCCCCCCCCS(=O)CCCC(C(F)(F)F)(F)F. Drug 2: COCCOC1=C(C=C2C(=C1)C(=NC=N2)NC3=CC=CC(=C3)C#C)OCCOC.Cl. Cell line: SF-268. Synergy scores: CSS=-2.09, Synergy_ZIP=0.956, Synergy_Bliss=2.17, Synergy_Loewe=-3.94, Synergy_HSA=-3.43.